Dataset: Reaction yield outcomes from USPTO patents with 853,638 reactions. Task: Predict the reaction yield, written as a fraction of the theoretical maximum amount of product (1.0 means a 100% yield; for example, 0.34 means a 34% yield). (1) The reactants are C(OC([N:6]1[CH:11]2[CH2:12][CH2:13][CH:7]1[CH:8]=[C:9]([C:14]1[S:18][C:17]3[CH:19]=[CH:20][CH:21]=[C:22]([O:23][CH3:24])[C:16]=3[CH:15]=1)[CH2:10]2)=O)C.O.NN.[OH-].[K+].O. The catalyst is C(O)CO. The product is [CH3:24][O:23][C:22]1[C:16]2[CH:15]=[C:14]([C:9]3[CH2:10][CH:11]4[NH:6][CH:7]([CH2:13][CH2:12]4)[CH:8]=3)[S:18][C:17]=2[CH:19]=[CH:20][CH:21]=1. The yield is 1.00. (2) The yield is 0.670. The product is [OH:18][CH2:17][C:10]1([C:12]([O:14][CH2:15][CH3:16])=[O:13])[CH2:11][N:8]([C:27]([O:29][C:30]([CH3:31])([CH3:32])[CH3:33])=[O:28])[CH2:9]1. The reactants are C([N:8]1[CH2:11][C:10]([CH2:17][OH:18])([C:12]([O:14][CH2:15][CH3:16])=[O:13])[CH2:9]1)C1C=CC=CC=1.[C:27](O[C:27]([O:29][C:30]([CH3:33])([CH3:32])[CH3:31])=[O:28])([O:29][C:30]([CH3:33])([CH3:32])[CH3:31])=[O:28]. The catalyst is O1CCCC1.[Pd]. (3) The reactants are [CH3:1][O:2][C:3]1[CH:4]=[C:5]([N:12]2[CH2:17][CH2:16][CH:15]([N:18]3[CH2:23][CH2:22][P:21](=[O:25])([CH3:24])[CH2:20][CH2:19]3)[CH2:14][CH2:13]2)[CH:6]=[CH:7][C:8]=1[N+:9]([O-])=O. The catalyst is [Pd].C(O)C. The product is [CH3:1][O:2][C:3]1[CH:4]=[C:5]([N:12]2[CH2:17][CH2:16][CH:15]([N:18]3[CH2:19][CH2:20][P:21]([CH3:24])(=[O:25])[CH2:22][CH2:23]3)[CH2:14][CH2:13]2)[CH:6]=[CH:7][C:8]=1[NH2:9]. The yield is 0.980. (4) The reactants are [O:1]1[C:5]2[CH:6]=[CH:7][CH:8]=[CH:9][C:4]=2[CH:3]=[C:2]1[CH:10]1[CH2:15][CH2:14][C:13]([CH3:19])([C:16]([OH:18])=O)[CH2:12][CH2:11]1.Cl.CN(C)CCCN=C=NCC.[C:32]1([S:42]([NH2:45])(=[O:44])=[O:43])[C:33]([S:38]([NH2:41])(=[O:40])=[O:39])=[CH:34][CH:35]=[CH:36][CH:37]=1. The yield is 0.460. The product is [O:1]1[C:5]2[CH:6]=[CH:7][CH:8]=[CH:9][C:4]=2[CH:3]=[C:2]1[CH:10]1[CH2:15][CH2:14][C:13]([CH3:19])([C:16]([NH:45][S:42]([C:32]2[CH:37]=[CH:36][CH:35]=[CH:34][C:33]=2[S:38](=[O:40])(=[O:39])[NH2:41])(=[O:44])=[O:43])=[O:18])[CH2:12][CH2:11]1. The catalyst is CN(C)C1C=CN=CC=1.CN(C)C=O. (5) The reactants are [Cl:1][C:2]1[CH:3]=[C:4]([CH:6]=[CH:7][C:8]=1[Cl:9])[NH2:5].Br[CH2:11][C:12]([O:14][CH2:15][CH3:16])=[O:13].C(N(C(C)C)CC)(C)C.FC(F)(F)C(O)=O.C([O-])(O)=O.[Na+]. The catalyst is CN1C(=O)CCC1.O.CC#N.O. The product is [Cl:1][C:2]1[CH:3]=[C:4]([NH:5][CH2:11][C:12]([O:14][CH2:15][CH3:16])=[O:13])[CH:6]=[CH:7][C:8]=1[Cl:9]. The yield is 0.970. (6) The reactants are [CH3:1][C:2]1([CH3:35])[CH2:7][CH2:6][C:5]([C:8]2[CH:13]=[C:12]([C:14]3(O)[CH2:20][C:19]4([CH3:22])[O:21][C:16]([CH3:23])([CH2:17][CH2:18]4)[CH2:15]3)[CH:11]=[CH:10][C:9]=2[NH:25][C:26]([C:28]2[NH:29][CH:30]=[C:31]([C:33]#[N:34])[N:32]=2)=[O:27])=[CH:4][CH2:3]1.[Si]([C:40]#[N:41])(C)(C)C.Cl[Sn](Cl)(Cl)Cl.CO. The catalyst is C(Cl)Cl.C(Cl)(Cl)Cl.O. The product is [C:40]([C:14]1([C:12]2[CH:11]=[CH:10][C:9]([NH:25][C:26]([C:28]3[NH:29][CH:30]=[C:31]([C:33]#[N:34])[N:32]=3)=[O:27])=[C:8]([C:5]3[CH2:6][CH2:7][C:2]([CH3:35])([CH3:1])[CH2:3][CH:4]=3)[CH:13]=2)[CH2:20][C:19]2([CH3:22])[O:21][C:16]([CH3:23])([CH2:17][CH2:18]2)[CH2:15]1)#[N:41]. The yield is 0.280. (7) The reactants are [F:1][C:2]([F:17])([F:16])[C:3]1[CH:4]=[C:5]([CH:13](O)[CH3:14])[CH:6]=[C:7]([C:9]([F:12])([F:11])[F:10])[CH:8]=1.P(Br)(Br)[Br:19]. The catalyst is C1(C)C=CC=CC=1.O. The product is [Br:19][CH:13]([C:5]1[CH:4]=[C:3]([C:2]([F:17])([F:16])[F:1])[CH:8]=[C:7]([C:9]([F:12])([F:11])[F:10])[CH:6]=1)[CH3:14]. The yield is 0.410.